The task is: Predict hERG channel inhibition at various concentrations.. This data is from hERG Central: cardiac toxicity at 1µM, 10µM, and general inhibition. The molecule is FC(F)(F)c1ccc(-c2noc(CN3CCCN(C4CCCCC4)CC3)n2)cc1. Results: hERG_inhib (hERG inhibition (general)): blocker.